This data is from Reaction yield outcomes from USPTO patents with 853,638 reactions. The task is: Predict the reaction yield, written as a fraction of the theoretical maximum amount of product (1.0 means a 100% yield; for example, 0.34 means a 34% yield). The reactants are [CH2:1]([O:5][C:6](=[O:22])[C@@H:7]([NH:14]C(OC(C)(C)C)=O)[CH2:8][CH2:9][CH2:10][N:11]([CH3:13])[CH3:12])C(C)C.[O-]S(C(F)(F)F)(=O)=O.[Sn+2].[O-]S(C(F)(F)F)(=O)=O. The catalyst is ClCCl. The product is [CH3:1][O:5][C:6](=[O:22])[C@@H:7]([NH2:14])[CH2:8][CH2:9][CH2:10][N:11]([CH3:12])[CH3:13]. The yield is 0.210.